This data is from NCI-60 drug combinations with 297,098 pairs across 59 cell lines. The task is: Regression. Given two drug SMILES strings and cell line genomic features, predict the synergy score measuring deviation from expected non-interaction effect. (1) Drug 1: CC1=C(C=C(C=C1)NC(=O)C2=CC=C(C=C2)CN3CCN(CC3)C)NC4=NC=CC(=N4)C5=CN=CC=C5. Drug 2: CC1=C(C(=O)C2=C(C1=O)N3CC4C(C3(C2COC(=O)N)OC)N4)N. Cell line: OVCAR-5. Synergy scores: CSS=35.4, Synergy_ZIP=-0.477, Synergy_Bliss=-1.95, Synergy_Loewe=-29.9, Synergy_HSA=-2.46. (2) Drug 1: CC1=C(C(=CC=C1)Cl)NC(=O)C2=CN=C(S2)NC3=CC(=NC(=N3)C)N4CCN(CC4)CCO. Drug 2: CCCCC(=O)OCC(=O)C1(CC(C2=C(C1)C(=C3C(=C2O)C(=O)C4=C(C3=O)C=CC=C4OC)O)OC5CC(C(C(O5)C)O)NC(=O)C(F)(F)F)O. Cell line: HOP-62. Synergy scores: CSS=43.3, Synergy_ZIP=7.06, Synergy_Bliss=7.13, Synergy_Loewe=0.566, Synergy_HSA=0.110. (3) Drug 1: CC1=C2C(C(=O)C3(C(CC4C(C3C(C(C2(C)C)(CC1OC(=O)C(C(C5=CC=CC=C5)NC(=O)OC(C)(C)C)O)O)OC(=O)C6=CC=CC=C6)(CO4)OC(=O)C)OC)C)OC. Drug 2: COC1=C2C(=CC3=C1OC=C3)C=CC(=O)O2. Cell line: UACC-257. Synergy scores: CSS=22.5, Synergy_ZIP=3.49, Synergy_Bliss=3.18, Synergy_Loewe=-12.7, Synergy_HSA=2.59. (4) Drug 1: C1CC(=O)NC(=O)C1N2CC3=C(C2=O)C=CC=C3N. Drug 2: COC1=C2C(=CC3=C1OC=C3)C=CC(=O)O2. Cell line: OVCAR-8. Synergy scores: CSS=3.04, Synergy_ZIP=0.162, Synergy_Bliss=-0.589, Synergy_Loewe=-0.327, Synergy_HSA=-1.22.